This data is from Peptide-MHC class II binding affinity with 134,281 pairs from IEDB. The task is: Regression. Given a peptide amino acid sequence and an MHC pseudo amino acid sequence, predict their binding affinity value. This is MHC class II binding data. The peptide sequence is EKKYFQATQFEPLAA. The MHC is HLA-DPA10301-DPB10402 with pseudo-sequence HLA-DPA10301-DPB10402. The binding affinity (normalized) is 0.880.